This data is from Forward reaction prediction with 1.9M reactions from USPTO patents (1976-2016). The task is: Predict the product of the given reaction. (1) The product is: [C:1]([C:5]1[N:9]([CH2:10][CH:11]2[CH2:16][CH2:15][O:14][CH2:13][CH2:12]2)[C:8]2[CH:17]=[CH:18][C:19]([S:21]([N:25]3[CH:29]=[CH:28][CH:27]=[N:26]3)(=[O:23])=[O:22])=[CH:20][C:7]=2[N:6]=1)([CH3:4])([CH3:3])[CH3:2]. Given the reactants [C:1]([C:5]1[N:9]([CH2:10][CH:11]2[CH2:16][CH2:15][O:14][CH2:13][CH2:12]2)[C:8]2[CH:17]=[CH:18][C:19]([S:21](Cl)(=[O:23])=[O:22])=[CH:20][C:7]=2[N:6]=1)([CH3:4])([CH3:3])[CH3:2].[NH:25]1[CH:29]=[CH:28][CH:27]=[N:26]1, predict the reaction product. (2) Given the reactants [NH2:1][C:2]1[CH:7]=[C:6]([Br:8])[CH:5]=[CH:4][C:3]=1[N:9]([CH3:14])[S:10]([CH3:13])(=[O:12])=[O:11].[Cl:15][C:16]1[N:21]=[C:20](Cl)[C:19]([Cl:23])=[CH:18][N:17]=1.C(N(C(C)C)C(C)C)C, predict the reaction product. The product is: [Br:8][C:6]1[CH:5]=[CH:4][C:3]([N:9]([CH3:14])[S:10]([CH3:13])(=[O:12])=[O:11])=[C:2]([NH:1][C:18]2[C:19]([Cl:23])=[CH:20][N:21]=[C:16]([Cl:15])[N:17]=2)[CH:7]=1. (3) Given the reactants [C:1]1([CH:7]([N:19]2[CH2:23][CH2:22][CH2:21][CH2:20]2)[C:8]([O:10][C@@H:11]2[CH:16]3[CH2:17][CH2:18][N:13]([CH2:14][CH2:15]3)[CH2:12]2)=[O:9])[CH:6]=[CH:5][CH:4]=[CH:3][CH:2]=1.[Cl:24][CH2:25][C:26]([C:28]1[CH:33]=[CH:32][CH:31]=[CH:30][CH:29]=1)=[O:27], predict the reaction product. The product is: [Cl-:24].[O:27]=[C:26]([C:28]1[CH:33]=[CH:32][CH:31]=[CH:30][CH:29]=1)[CH2:25][N+:13]12[CH2:18][CH2:17][CH:16]([CH2:15][CH2:14]1)[C@@H:11]([O:10][C:8](=[O:9])[CH:7]([C:1]1[CH:6]=[CH:5][CH:4]=[CH:3][CH:2]=1)[N:19]1[CH2:23][CH2:22][CH2:21][CH2:20]1)[CH2:12]2. (4) Given the reactants [Br:1][C:2]1[CH:7]=[CH:6][C:5]([F:8])=[CH:4][C:3]=1[F:9].[N+:10]([O-])([OH:12])=[O:11].CCOCC, predict the reaction product. The product is: [Br:1][C:2]1[CH:7]=[C:6]([N+:10]([O-:12])=[O:11])[C:5]([F:8])=[CH:4][C:3]=1[F:9].